From a dataset of Forward reaction prediction with 1.9M reactions from USPTO patents (1976-2016). Predict the product of the given reaction. (1) Given the reactants Cl.[Na+].[Cl-].[P:4]([O-:8])([O-:7])([O-:6])=[O:5].[Na+].[Na+].[Na+].[C:12]([O-:24])(=[O:23])[CH2:13][C:14]([CH2:19][C:20]([O-:22])=[O:21])([C:16]([O-:18])=[O:17])[OH:15].[Na+].[Na+].[Na+].[B:28]([O-:31])([O-:30])[O-:29].[Na+].[Na+].[Na+], predict the reaction product. The product is: [P:4]([O-:8])([O-:7])([O-:6])=[O:5].[C:12]([O-:24])(=[O:23])[CH2:13][C:14]([CH2:19][C:20]([O-:22])=[O:21])([C:16]([O-:18])=[O:17])[OH:15].[B:28]([O-:31])([O-:30])[O-:29]. (2) Given the reactants C(Cl)(=O)C(Cl)=O.CS(C)=O.[N:11]1[CH:16]=[CH:15][CH:14]=[C:13]2[CH2:17][CH2:18][CH2:19][CH2:20][CH:21]([OH:22])[C:12]=12.C(N(CC)CC)C, predict the reaction product. The product is: [N:11]1[CH:16]=[CH:15][CH:14]=[C:13]2[CH2:17][CH2:18][CH2:19][CH2:20][C:21](=[O:22])[C:12]=12. (3) Given the reactants Cl.[Cl:2][C:3]1[CH:4]=[C:5]2[C:9](=[CH:10][CH:11]=1)[NH:8][CH:7]=[C:6]2[CH2:12][CH2:13][NH2:14].[OH:15][CH2:16][CH:17]([NH:24][C:25](=[O:29])[C:26](O)=[O:27])[C:18]1[CH:23]=[CH:22][CH:21]=[CH:20][CH:19]=1.CN(C(ON1N=NC2C=CC=NC1=2)=[N+](C)C)C.F[P-](F)(F)(F)(F)F.C(N(CC)C(C)C)(C)C, predict the reaction product. The product is: [Cl:2][C:3]1[CH:4]=[C:5]2[C:9](=[CH:10][CH:11]=1)[NH:8][CH:7]=[C:6]2[CH2:12][CH2:13][NH:14][C:26](=[O:27])[C:25]([NH:24][CH:17]([C:18]1[CH:19]=[CH:20][CH:21]=[CH:22][CH:23]=1)[CH2:16][OH:15])=[O:29]. (4) The product is: [CH3:26][O:27][CH2:28][CH2:29][O:30][CH2:31][O:1][CH2:2][CH2:3][N:4]([C:6]1[O:7][CH2:8][C:9](=[O:16])[C:10]=1[C:11]([O:13][CH2:14][CH3:15])=[O:12])[CH3:5]. Given the reactants [OH:1][CH2:2][CH2:3][N:4]([C:6]1[O:7][CH2:8][C:9](=[O:16])[C:10]=1[C:11]([O:13][CH2:14][CH3:15])=[O:12])[CH3:5].C(N(C(C)C)CC)(C)C.[CH3:26][O:27][CH2:28][CH2:29][O:30][CH2:31]Cl, predict the reaction product. (5) Given the reactants [CH3:1][O:2][C:3](=[O:13])[C:4]1[CH:9]=[CH:8][C:7]([NH2:10])=[CH:6][C:5]=1[O:11][CH3:12].[N:14]([O-])=O.[Na+].S(S([O-])=O)([O-])(=O)=O.[Na+].[Na+], predict the reaction product. The product is: [NH:10]([C:7]1[CH:8]=[CH:9][C:4]([C:3]([O:2][CH3:1])=[O:13])=[C:5]([O:11][CH3:12])[CH:6]=1)[NH2:14]. (6) Given the reactants [C:1]([C:5]1[CH:11]=[CH:10][C:8]([NH2:9])=[CH:7][CH:6]=1)([CH3:4])([CH3:3])[CH3:2].[I:12]I, predict the reaction product. The product is: [C:1]([C:5]1[CH:6]=[CH:7][C:8]([NH2:9])=[C:10]([I:12])[CH:11]=1)([CH3:4])([CH3:2])[CH3:3].